From a dataset of Full USPTO retrosynthesis dataset with 1.9M reactions from patents (1976-2016). Predict the reactants needed to synthesize the given product. (1) Given the product [Br:1][C:2]1[CH:7]=[CH:6][C:5]([C@@H:8]2[CH2:9][CH2:10][CH2:11][CH2:12][C@:26]32[N:25]([CH3:29])[C:24](=[O:30])[N:23]([C:18]2[CH:17]=[C:16]([Cl:15])[CH:21]=[C:20]([Cl:22])[CH:19]=2)[C:27]3=[O:28])=[CH:4][CH:3]=1, predict the reactants needed to synthesize it. The reactants are: [Br:1][C:2]1[CH:7]=[CH:6][C:5]([CH:8](Br)[CH2:9][CH2:10][CH2:11][CH2:12]Br)=[CH:4][CH:3]=1.[Cl:15][C:16]1[CH:17]=[C:18]([N:23]2[C:27](=[O:28])[CH2:26][N:25]([CH3:29])[C:24]2=[O:30])[CH:19]=[C:20]([Cl:22])[CH:21]=1. (2) Given the product [CH2:2]([OH:1])[C@H:3]([C@@H:5]([C@@H:7]([C@H:9]([CH3:11])[OH:10])[OH:8])[OH:6])[OH:4], predict the reactants needed to synthesize it. The reactants are: [O:1]=[CH:2][C@H:3]([C@@H:5]([C@@H:7]([C@H:9]([CH3:11])[OH:10])[OH:8])[OH:6])[OH:4]. (3) Given the product [CH3:1][S:2]([O:5][C:6]1[CH:11]=[C:10]([CH2:12][CH3:13])[CH:9]=[CH:8][C:7]=1[NH2:15])(=[O:4])=[O:3], predict the reactants needed to synthesize it. The reactants are: [CH3:1][S:2]([O:5][C:6]1[CH:11]=[C:10]([CH2:12][CH3:13])[C:9](Cl)=[CH:8][C:7]=1[N+:15]([O-])=O)(=[O:4])=[O:3]. (4) Given the product [C:11]([O:10][C:8](=[O:9])[NH:1][C:2]1[CH:7]=[CH:6][N:5]=[CH:4][CH:3]=1)([CH3:14])([CH3:13])[CH3:12], predict the reactants needed to synthesize it. The reactants are: [NH2:1][C:2]1[CH:7]=[CH:6][N:5]=[CH:4][CH:3]=1.[C:8](O[C:8]([O:10][C:11]([CH3:14])([CH3:13])[CH3:12])=[O:9])([O:10][C:11]([CH3:14])([CH3:13])[CH3:12])=[O:9]. (5) Given the product [Cl:24][C:20]1[C:19]2[C:15]([N:10]3[CH2:11][CH2:12][N:8]([C:3]4[CH:4]=[N:5][CH:6]=[CH:7][C:2]=4[CH3:1])[C:9]3=[O:13])=[CH:16][S:17][C:18]=2[CH:23]=[CH:22][N:21]=1, predict the reactants needed to synthesize it. The reactants are: [CH3:1][C:2]1[CH:7]=[CH:6][N:5]=[CH:4][C:3]=1[N:8]1[CH2:12][CH2:11][NH:10][C:9]1=[O:13].Br[C:15]1[C:19]2[C:20]([Cl:24])=[N:21][CH:22]=[CH:23][C:18]=2[S:17][CH:16]=1.N[C@@H]1CCCC[C@H]1N.P([O-])([O-])([O-])=O.[K+].[K+].[K+].